Dataset: Reaction yield outcomes from USPTO patents with 853,638 reactions. Task: Predict the reaction yield, written as a fraction of the theoretical maximum amount of product (1.0 means a 100% yield; for example, 0.34 means a 34% yield). The reactants are [CH3:1][O:2][C:3]1[CH:4]=[C:5]([CH:24]=[CH:25][CH:26]=1)[CH2:6][CH2:7][C:8]1[S:9][C:10]2[N:11]=[C:12]([NH2:23])[N:13]=[C:14]([N:17]3[CH2:22][CH2:21][NH:20][CH2:19][CH2:18]3)[C:15]=2[N:16]=1.[CH3:27][O:28][C:29]1[CH:39]=[CH:38][C:32]([O:33][CH2:34][C:35](O)=[O:36])=[CH:31][CH:30]=1. No catalyst specified. The product is [NH2:23][C:12]1[N:13]=[C:14]([N:17]2[CH2:22][CH2:21][N:20]([C:35](=[O:36])[CH2:34][O:33][C:32]3[CH:38]=[CH:39][C:29]([O:28][CH3:27])=[CH:30][CH:31]=3)[CH2:19][CH2:18]2)[C:15]2[N:16]=[C:8]([CH2:7][CH2:6][C:5]3[CH:24]=[CH:25][CH:26]=[C:3]([O:2][CH3:1])[CH:4]=3)[S:9][C:10]=2[N:11]=1. The yield is 0.660.